Dataset: Full USPTO retrosynthesis dataset with 1.9M reactions from patents (1976-2016). Task: Predict the reactants needed to synthesize the given product. (1) Given the product [CH3:1][O:2][CH:3]([O:12][CH3:13])[C@H:4]1[O:9][C:8](=[O:10])[CH2:7][C@H:6]([OH:11])[CH2:5]1, predict the reactants needed to synthesize it. The reactants are: [CH3:1][O:2][CH:3]([O:12][CH3:13])[C@H:4]1[O:9][CH:8]([OH:10])[CH2:7][C@H:6]([OH:11])[CH2:5]1.C(=O)([O-])[O-].[Ba+2].BrBr. (2) Given the product [CH:1]1([C:4]2[N:13]=[C:12]([N:14]3[CH2:19][CH2:18][N:17]([C:53]4[CH:52]=[CH:51][C:50]([O:49][CH3:48])=[CH:57][C:54]=4[C:55]#[N:56])[CH2:16][CH2:15]3)[C:11]3[C:6](=[CH:7][C:8]([O:31][CH3:32])=[C:9]([O:29][CH3:30])[CH:10]=3)[N:5]=2)[CH2:2][CH2:3]1, predict the reactants needed to synthesize it. The reactants are: [CH:1]1([C:4]2[N:13]=[C:12]([N:14]3[CH2:19][CH2:18][N:17](C4C=CC(F)=CC=4OC)[CH2:16][CH2:15]3)[C:11]3[C:6](=[CH:7][C:8]([O:31][CH3:32])=[C:9]([O:29][CH3:30])[CH:10]=3)[N:5]=2)[CH2:3][CH2:2]1.FC1C=CC(N2CCNCC2)=C(OC)C=1.[CH3:48][O:49][C:50]1[CH:51]=[CH:52][C:53](N2CCNCC2)=[C:54]([CH:57]=1)[C:55]#[N:56]. (3) Given the product [F:1][C:2]1[CH:3]=[CH:4][C:5]([O:6][C:7]2[S:8][C:9]([C:20]([OH:22])=[O:21])=[C:10]3[C:18]=2[C:17]2[N:16]([CH3:19])[N:15]=[CH:14][C:13]=2[CH2:12][CH2:11]3)=[CH:25][CH:26]=1, predict the reactants needed to synthesize it. The reactants are: [F:1][C:2]1[CH:26]=[CH:25][C:5]([O:6][C:7]2[S:8][C:9]([C:20]([O:22]CC)=[O:21])=[C:10]3[C:18]=2[C:17]2[N:16]([CH3:19])[N:15]=[CH:14][C:13]=2[CH2:12][CH2:11]3)=[CH:4][CH:3]=1.[OH-].[Na+].Cl. (4) Given the product [CH2:14]([O:17][C:18]1[CH:23]=[CH:22][C:21]([C@@H:24]2[CH2:26][C@H:25]2[C:27]([N:30]=[N+:31]=[N-:32])=[O:29])=[CH:20][CH:19]=1)[CH:15]=[CH2:16], predict the reactants needed to synthesize it. The reactants are: ClC(OCC)=O.CCN(CC)CC.[CH2:14]([O:17][C:18]1[CH:23]=[CH:22][C:21]([C@@H:24]2[CH2:26][C@H:25]2[C:27]([OH:29])=O)=[CH:20][CH:19]=1)[CH:15]=[CH2:16].[N-:30]=[N+:31]=[N-:32].[Na+]. (5) Given the product [CH2:1]([O:5][C:6]1[CH:11]=[C:10]([CH2:12][CH2:13][C:14]([O:16][CH3:17])=[O:15])[CH:9]=[CH:8][C:7]=1[C:18]1[CH:23]=[CH:22][CH:21]=[C:20]([CH2:24][N:25]([C:34](=[O:35])[C:33]2[CH:32]=[CH:31][C:30]([O:29][CH2:27][CH3:28])=[CH:38][CH:37]=2)[CH3:26])[CH:19]=1)[CH2:2][CH2:3][CH3:4], predict the reactants needed to synthesize it. The reactants are: [CH2:1]([O:5][C:6]1[CH:11]=[C:10]([CH2:12][CH2:13][C:14]([O:16][CH3:17])=[O:15])[CH:9]=[CH:8][C:7]=1[C:18]1[CH:23]=[CH:22][CH:21]=[C:20]([CH2:24][NH:25][CH3:26])[CH:19]=1)[CH2:2][CH2:3][CH3:4].[CH2:27]([O:29][C:30]1[CH:38]=[CH:37][C:33]([C:34](Cl)=[O:35])=[CH:32][CH:31]=1)[CH3:28].C(N(CC)CC)C. (6) Given the product [Cl:3][C:4]1[C:8]([Cl:9])=[C:7]([CH3:10])[NH:6][C:5]=1[C:11]([NH:13][C@H:14]1[CH2:19][CH2:18][N:17]([C:26]2[S:27][C:28]([C:31]([O:33][CH3:34])=[O:32])=[CH:29][N:30]=2)[CH2:16][C@H:15]1[N:20]1[CH:24]=[CH:23][N:22]=[CH:21]1)=[O:12], predict the reactants needed to synthesize it. The reactants are: Cl.Cl.[Cl:3][C:4]1[C:8]([Cl:9])=[C:7]([CH3:10])[NH:6][C:5]=1[C:11]([NH:13][C@H:14]1[CH2:19][CH2:18][NH:17][CH2:16][C@H:15]1[N:20]1[CH:24]=[CH:23][N:22]=[CH:21]1)=[O:12].Br[C:26]1[S:27][C:28]([C:31]([O:33][CH3:34])=[O:32])=[CH:29][N:30]=1.CCN(C(C)C)C(C)C. (7) Given the product [F:27][C:24]1[CH:23]=[CH:22][C:21]([C:18]([CH3:20])([CH3:19])[CH2:17][NH:16][C:13]2[N:12]=[CH:11][C:10]([C:7]3[CH:6]=[C:3]4[C:2](=[CH:9][CH:8]=3)[NH:29][N:28]=[C:4]4[NH2:5])=[CH:15][N:14]=2)=[CH:26][CH:25]=1, predict the reactants needed to synthesize it. The reactants are: F[C:2]1[CH:9]=[CH:8][C:7]([C:10]2[CH:11]=[N:12][C:13]([NH:16][CH2:17][C:18]([C:21]3[CH:26]=[CH:25][C:24]([F:27])=[CH:23][CH:22]=3)([CH3:20])[CH3:19])=[N:14][CH:15]=2)=[CH:6][C:3]=1[C:4]#[N:5].[NH2:28][NH2:29].